Predict hERG channel inhibition at various concentrations. From a dataset of hERG Central: cardiac toxicity at 1µM, 10µM, and general inhibition. (1) The molecule is Br.CCN(CC)CCn1c(=N)n(CC(=O)c2ccc(Br)s2)c2ccccc21. Results: hERG_inhib (hERG inhibition (general)): blocker. (2) The molecule is COc1ccc(CN2C=C3C(=O)C(C)(OC(=O)C4CCCC4)C(=O)C=C3C=C2c2ccsc2)cc1. Results: hERG_inhib (hERG inhibition (general)): blocker. (3) The drug is O=C(NCCC(=O)N(Cc1ccco1)Cc1cccs1)c1ccc(Br)cc1. Results: hERG_inhib (hERG inhibition (general)): blocker.